Dataset: Human liver microsome stability data. Task: Regression/Classification. Given a drug SMILES string, predict its absorption, distribution, metabolism, or excretion properties. Task type varies by dataset: regression for continuous measurements (e.g., permeability, clearance, half-life) or binary classification for categorical outcomes (e.g., BBB penetration, CYP inhibition). Dataset: hlm. (1) The result is 1 (stable in human liver microsomes). The drug is COc1cc(N2CCN(C3CCN(c4ccc(F)c5c(C)cc(C)nc45)CC3)CC2)c2ncccc2c1. (2) The drug is Oc1nc(C2=Cc3ccccc3OC2)nc2ccc(-c3cn[nH]c3)cc12. The result is 0 (unstable in human liver microsomes). (3) The drug is CC(CNc1ccnc2cc(Cl)ccc12)NCC12CC3CC(CC(C3)C1)C2. The result is 1 (stable in human liver microsomes).